This data is from Full USPTO retrosynthesis dataset with 1.9M reactions from patents (1976-2016). The task is: Predict the reactants needed to synthesize the given product. (1) Given the product [CH2:41]([O:45][C:46]([C:48]1[CH:49]=[C:50]2[C:54](=[CH:55][CH:56]=1)[NH:53][C:52](=[O:57])[C:51]2=[CH:58][NH:59][C:61]1[CH:69]=[CH:68][C:67]([S:70](=[O:72])(=[O:71])[NH2:73])=[CH:66][CH:65]=1)=[O:47])[CH:42]([CH3:43])[CH3:44], predict the reactants needed to synthesize it. The reactants are: C(OC(C1C=C2C(=CC=1)NC(=O)C2)=O)C(C)C.CN(C=C1C2C(=CC(CO[Si](C(C)(C)C)(C)C)=CC=2)NC1=O)C.[CH2:41]([O:45][C:46]([C:48]1[CH:49]=[C:50]2[C:54](=[CH:55][CH:56]=1)[NH:53][C:52](=[O:57])[C:51]2=[CH:58][N:59]([CH3:61])C)=[O:47])[CH:42]([CH3:44])[CH3:43].Cl.NC1[CH:69]=[CH:68][C:67]([S:70]([NH2:73])(=[O:72])=[O:71])=[CH:66][CH:65]=1. (2) Given the product [CH:8]1([C:5]2[S:4][C:3]([CH2:2][N:20]([CH:17]3[CH2:18][CH2:19][N:14]([CH:11]([CH3:13])[CH3:12])[CH2:15][CH2:16]3)[S:21]([CH2:24][CH2:25][NH:26][C:27]([C:29]3[S:30][C:31]([Cl:34])=[CH:32][CH:33]=3)=[O:28])(=[O:22])=[O:23])=[N:7][N:6]=2)[CH2:10][CH2:9]1, predict the reactants needed to synthesize it. The reactants are: Cl[CH2:2][C:3]1[S:4][C:5]([CH:8]2[CH2:10][CH2:9]2)=[N:6][N:7]=1.[CH:11]([N:14]1[CH2:19][CH2:18][CH:17]([NH:20][S:21]([CH2:24][CH2:25][NH:26][C:27]([C:29]2[S:30][C:31]([Cl:34])=[CH:32][CH:33]=2)=[O:28])(=[O:23])=[O:22])[CH2:16][CH2:15]1)([CH3:13])[CH3:12]. (3) Given the product [CH3:1][O:2][C:3](=[O:32])[CH2:4][CH2:5][C:6]1[CH:15]=[C:14]2[C:9]([C:10]([C:16]3[C:17]([C:25]4[CH:30]=[CH:29][CH:28]=[C:27]([CH3:31])[N:26]=4)=[N:18][N:19]4[CH:24]=[CH:23][CH:22]=[CH:21][C:20]=34)=[CH:11][CH:12]=[N:13]2)=[CH:8][CH:7]=1, predict the reactants needed to synthesize it. The reactants are: [CH3:1][O:2][C:3](=[O:32])[CH:4]=[CH:5][C:6]1[CH:15]=[C:14]2[C:9]([C:10]([C:16]3[C:17]([C:25]4[CH:30]=[CH:29][CH:28]=[C:27]([CH3:31])[N:26]=4)=[N:18][N:19]4[CH:24]=[CH:23][CH:22]=[CH:21][C:20]=34)=[CH:11][CH:12]=[N:13]2)=[CH:8][CH:7]=1.[H][H]. (4) Given the product [C:37]([C:34]1[CH:35]=[CH:36][C:31]([NH:30][C:28](=[O:29])[NH:27][CH2:26][C:22]2[CH:21]=[C:20]([NH:19][C:18]([C:13]3[CH:14]=[C:15]4[C:10](=[CH:11][CH:12]=3)[CH2:9][NH:8][CH2:17][CH2:16]4)=[O:39])[CH:25]=[CH:24][CH:23]=2)=[CH:32][CH:33]=1)#[N:38], predict the reactants needed to synthesize it. The reactants are: C(OC([N:8]1[CH2:17][CH2:16][C:15]2[C:10](=[CH:11][CH:12]=[C:13]([C:18](=[O:39])[NH:19][C:20]3[CH:25]=[CH:24][CH:23]=[C:22]([CH2:26][NH:27][C:28]([NH:30][C:31]4[CH:36]=[CH:35][C:34]([C:37]#[N:38])=[CH:33][CH:32]=4)=[O:29])[CH:21]=3)[CH:14]=2)[CH2:9]1)=O)(C)(C)C.C(O)(C(F)(F)F)=O. (5) Given the product [Cl:11][C:9]1[CH:8]=[CH:7][C:3]([C:4]([NH2:6])=[O:5])=[C:2]([N:29]([CH2:14][CH2:20][O:21][CH3:22])[CH3:27])[N:10]=1, predict the reactants needed to synthesize it. The reactants are: Cl[C:2]1[N:10]=[C:9]([Cl:11])[CH:8]=[CH:7][C:3]=1[C:4]([NH2:6])=[O:5].BrC1C=CC(O)=C[C:14]=1[CH:20]1OC[CH2:22][O:21]1.[OH-].[Na+].[C:27](#[N:29])C. (6) The reactants are: [OH:1][C:2]1[CH:10]=[CH:9][C:5]([C:6]([OH:8])=[O:7])=[CH:4][CH:3]=1.[CH2:11](Br)[C:12]1[CH:17]=[CH:16][CH:15]=[CH:14][CH:13]=1.C(=O)([O-])[O-].[K+].[K+].Cl. Given the product [CH2:11]([O:1][C:2]1[CH:10]=[CH:9][C:5]([C:6]([OH:8])=[O:7])=[CH:4][CH:3]=1)[C:12]1[CH:17]=[CH:16][CH:15]=[CH:14][CH:13]=1, predict the reactants needed to synthesize it. (7) Given the product [Br:1][CH2:12][C:11]([C:5]1[CH:6]=[CH:7][CH:8]=[C:9]([Cl:10])[C:4]=1[Cl:3])=[O:13], predict the reactants needed to synthesize it. The reactants are: [Br:1]Br.[Cl:3][C:4]1[C:9]([Cl:10])=[CH:8][CH:7]=[CH:6][C:5]=1[C:11](=[O:13])[CH3:12]. (8) Given the product [O:17]([CH2:16][C:12]1([CH2:11][OH:10])[CH2:15][CH2:14][CH2:13]1)[C:18]1[CH:23]=[CH:22][CH:21]=[CH:20][CH:19]=1, predict the reactants needed to synthesize it. The reactants are: [H][H].C([O:10][CH2:11][C:12]1([CH2:16][O:17][C:18]2[CH:23]=[CH:22][CH:21]=[CH:20][CH:19]=2)[CH2:15][CH2:14][CH2:13]1)C1C=CC=CC=1.C(O)(=O)C.